This data is from Reaction yield outcomes from USPTO patents with 853,638 reactions. The task is: Predict the reaction yield, written as a fraction of the theoretical maximum amount of product (1.0 means a 100% yield; for example, 0.34 means a 34% yield). (1) The product is [F:34][C:33]([F:36])([F:35])[S:30]([O:8][C:6]1[CH:5]=[C:4]([C:9]2[CH:14]=[CH:13][CH:12]=[C:11]([CH2:15][NH:16][C:17]([O:18][C:19]([CH3:20])([CH3:22])[CH3:21])=[O:23])[CH:10]=2)[CH:3]=[C:2]([Cl:1])[CH:7]=1)(=[O:32])=[O:31]. The yield is 0.960. The catalyst is C(Cl)Cl. The reactants are [Cl:1][C:2]1[CH:3]=[C:4]([C:9]2[CH:14]=[CH:13][CH:12]=[C:11]([CH2:15][NH:16][C:17](=[O:23])[O:18][C:19]([CH3:22])([CH3:21])[CH3:20])[CH:10]=2)[CH:5]=[C:6]([OH:8])[CH:7]=1.N1C=CC=CC=1.[S:30](O[S:30]([C:33]([F:36])([F:35])[F:34])(=[O:32])=[O:31])([C:33]([F:36])([F:35])[F:34])(=[O:32])=[O:31].C([O-])(O)=O.[Na+]. (2) The reactants are [CH2:1]([S:4](Cl)(=[O:6])=[O:5])[CH2:2][CH3:3].[NH2:8][C:9]1[C:10]([F:19])=[C:11]([C:15]([F:18])=[CH:16][CH:17]=1)[C:12]([OH:14])=[O:13].C(N([CH2:25][CH3:26])CC)C. The catalyst is C(Cl)Cl. The product is [F:19][C:10]1[C:9]([N:8]([S:4]([CH2:1][CH2:25][CH3:26])(=[O:6])=[O:5])[S:4]([CH2:1][CH2:2][CH3:3])(=[O:6])=[O:5])=[CH:17][CH:16]=[C:15]([F:18])[C:11]=1[C:12]([OH:14])=[O:13]. The yield is 0.740.